From a dataset of Full USPTO retrosynthesis dataset with 1.9M reactions from patents (1976-2016). Predict the reactants needed to synthesize the given product. (1) Given the product [CH3:37][O:36][CH:24]([O:23][CH3:22])[CH2:25][C:26]1[N:31]=[C:30]2[CH2:32][O:33][C:34](=[C:5]3[C:4]4[C:8](=[CH:9][CH:10]=[C:2]([F:1])[CH:3]=4)[NH:7][C:6]3=[O:11])[C:29]2=[CH:28][CH:27]=1, predict the reactants needed to synthesize it. The reactants are: [F:1][C:2]1[CH:3]=[C:4]2[C:8](=[CH:9][CH:10]=1)[NH:7][C:6](=[O:11])[CH2:5]2.C[Si]([N-][Si](C)(C)C)(C)C.[Li+].[CH3:22][O:23][CH:24]([O:36][CH3:37])[CH2:25][C:26]1[N:31]=[C:30]2[CH2:32][O:33][C:34](=O)[C:29]2=[CH:28][CH:27]=1.OS(O)(=O)=O. (2) Given the product [CH3:1][O:2][N:3]=[C:22]1[C:15]2[C:16](=[CH:17][N:18]=[CH:19][C:14]=2[Cl:13])[O:20][CH2:21]1, predict the reactants needed to synthesize it. The reactants are: [CH3:1][O:2][N:3]=C1C2C=CN=NC=2OC1.[Cl:13][C:14]1[CH:19]=[N:18][CH:17]=[C:16]2[O:20][CH2:21][C:22](=O)[C:15]=12. (3) The reactants are: [CH3:1][C:2](=[O:7])[CH2:3][C:4](=[O:6])[CH3:5].C(=O)([O-])[O-].[K+].[K+].[C:14](=[S:16])=[S:15].Br[CH2:18][CH2:19][CH2:20]Br. Given the product [S:15]1[CH2:20][CH2:19][CH2:18][S:16][C:14]1=[C:3]([C:2](=[O:7])[CH3:1])[C:4](=[O:6])[CH3:5], predict the reactants needed to synthesize it. (4) Given the product [Cl:1][C:2]1[CH:3]=[C:4]([N:10]2[C:14]([CH3:15])=[C:13]([CH2:16][C:17]3[CH:18]=[CH:19][C:20]([C:21]([NH:27][CH2:28][C:29]4[CH:34]=[CH:33][CH:32]=[CH:31][N:30]=4)=[O:22])=[CH:24][CH:25]=3)[C:12]([CH3:26])=[N:11]2)[CH:5]=[CH:6][C:7]=1[C:8]#[N:9], predict the reactants needed to synthesize it. The reactants are: [Cl:1][C:2]1[CH:3]=[C:4]([N:10]2[C:14]([CH3:15])=[C:13]([CH2:16][C:17]3[CH:25]=[CH:24][C:20]([C:21](O)=[O:22])=[CH:19][CH:18]=3)[C:12]([CH3:26])=[N:11]2)[CH:5]=[CH:6][C:7]=1[C:8]#[N:9].[NH2:27][CH2:28][C:29]1[CH:34]=[CH:33][CH:32]=[CH:31][N:30]=1. (5) Given the product [CH:17]([NH:20][S:21]([C:24]1[CH:25]=[C:26]2[C:30](=[CH:31][CH:32]=1)[NH:29][C:28](=[O:33])[C:27]2=[CH:1][C:3]1[NH:4][C:5]2[CH2:6][CH2:7][CH2:8][CH2:9][C:10]=2[C:11]=1[CH2:12][CH2:16][C:40]([OH:43])=[O:42])(=[O:23])=[O:22])([CH3:19])[CH3:18], predict the reactants needed to synthesize it. The reactants are: [CH:1]([C:3]1[NH:4][C:5]2[CH2:6][CH2:7][CH2:8][CH2:9][C:10]=2[C:11]=1[CH:12]([CH3:16])C(O)=O)=O.[CH:17]([NH:20][S:21]([C:24]1[CH:25]=[C:26]2[C:30](=[CH:31][CH:32]=1)[NH:29][C:28](=[O:33])[CH2:27]2)(=[O:23])=[O:22])([CH3:19])[CH3:18].N1CCCCC1.[C:40]([OH:43])(=[O:42])C. (6) Given the product [CH2:20]([N:12]([CH2:11][C:9]1[S:10][C:5]2[C:4]([N:14]3[CH2:15][CH2:16][O:17][CH2:18][CH2:19]3)=[N:3][C:2]([Cl:1])=[N:7][C:6]=2[CH:8]=1)[CH3:13])[C:21]1[CH:26]=[CH:25][CH:24]=[CH:23][CH:22]=1, predict the reactants needed to synthesize it. The reactants are: [Cl:1][C:2]1[N:3]=[C:4]([N:14]2[CH2:19][CH2:18][O:17][CH2:16][CH2:15]2)[C:5]2[S:10][C:9]([CH2:11][NH:12][CH3:13])=[CH:8][C:6]=2[N:7]=1.[CH:20](=O)[C:21]1[CH:26]=[CH:25][CH:24]=[CH:23][CH:22]=1. (7) Given the product [C:7]1([CH3:15])[CH:12]=[CH:11][CH:10]=[CH:9][C:8]=1[NH:13][NH2:14], predict the reactants needed to synthesize it. The reactants are: C([O-])(O)=O.[Na+].Cl.[C:7]1([CH3:15])[CH:12]=[CH:11][CH:10]=[CH:9][C:8]=1[NH:13][NH2:14]. (8) Given the product [F:18][C:19]([F:24])([F:23])[C:20]([OH:22])=[O:21].[N:1]1[N:5]2[CH:6]=[CH:7][CH:8]=[C:9]([NH2:10])[C:4]2=[CH:3][N:2]=1, predict the reactants needed to synthesize it. The reactants are: [N:1]1[N:5]2[CH:6]=[CH:7][CH:8]=[C:9]([NH:10]C(=O)OC(C)(C)C)[C:4]2=[CH:3][N:2]=1.[F:18][C:19]([F:24])([F:23])[C:20]([OH:22])=[O:21]. (9) Given the product [C:41]([O:44][C:45]1([C:53]#[C:54][C:29]2[CH:28]=[CH:27][C:26]([N:10]3[C:9](=[O:33])[C@H:8]([CH2:7][CH2:6][C@H:5]([O:4][C:1](=[O:3])[CH3:2])[C:34]4[CH:39]=[CH:38][C:37]([F:40])=[CH:36][CH:35]=4)[C@H:11]3[C:12]3[CH:17]=[CH:16][C:15]([C:54]#[C:53][C:45]4([O:44][C:41](=[O:43])[CH3:42])[CH2:50][O:49][C:48]([CH3:52])([CH3:51])[O:47][CH2:46]4)=[CH:14][CH:13]=3)=[CH:31][CH:30]=2)[CH2:50][O:49][C:48]([CH3:51])([CH3:52])[O:47][CH2:46]1)(=[O:43])[CH3:42], predict the reactants needed to synthesize it. The reactants are: [C:1]([O:4][C@H:5]([C:34]1[CH:39]=[CH:38][C:37]([F:40])=[CH:36][CH:35]=1)[CH2:6][CH2:7][C@@H:8]1[C@@H:11]([C:12]2[CH:17]=[CH:16][C:15](OS(C(F)(F)F)(=O)=O)=[CH:14][CH:13]=2)[N:10]([C:26]2[CH:31]=[CH:30][C:29](I)=[CH:28][CH:27]=2)[C:9]1=[O:33])(=[O:3])[CH3:2].[C:41]([O:44][C:45]1([C:53]#[CH:54])[CH2:50][O:49][C:48]([CH3:52])([CH3:51])[O:47][CH2:46]1)(=[O:43])[CH3:42].